Dataset: Catalyst prediction with 721,799 reactions and 888 catalyst types from USPTO. Task: Predict which catalyst facilitates the given reaction. (1) Reactant: [Br:1][C:2]1[CH:3]=[CH:4][C:5]([C:8]2[CH2:12][C@@H:11]([CH2:13][O:14][CH2:15][CH2:16]O)[O:10][N:9]=2)=[N:6][CH:7]=1.C1(P(C2C=CC=CC=2)C2C=CC=CC=2)C=CC=CC=1.C1(P([N:51]=[N+:52]=[N-:53])(C2C=CC=CC=2)=O)C=CC=CC=1.CC(OC(/N=N/C(OC(C)C)=O)=O)C. Product: [N:51]([CH2:16][CH2:15][O:14][CH2:13][C@H:11]1[O:10][N:9]=[C:8]([C:5]2[CH:4]=[CH:3][C:2]([Br:1])=[CH:7][N:6]=2)[CH2:12]1)=[N+:52]=[N-:53]. The catalyst class is: 7. (2) Reactant: [NH2:1][O:2][CH:3]1[CH2:8][CH2:7][N:6]([C:9]([O:11][C:12]([CH3:15])([CH3:14])[CH3:13])=[O:10])[CH2:5][CH2:4]1.ClC([O:19][C:20](Cl)(Cl)Cl)=O.C.[F:25][C:26]1[CH:32]=[CH:31][C:29]([NH2:30])=[CH:28][CH:27]=1.C(N(CC)C(C)C)(C)C. Product: [F:25][C:26]1[CH:32]=[CH:31][C:29]([NH:30][C:20](=[O:19])[NH:1][O:2][CH:3]2[CH2:4][CH2:5][N:6]([C:9]([O:11][C:12]([CH3:15])([CH3:14])[CH3:13])=[O:10])[CH2:7][CH2:8]2)=[CH:28][CH:27]=1. The catalyst class is: 7. (3) Reactant: [CH2:1]([O:3][C:4](=[O:13])[C:5]1[C:6](=[C:8]([NH2:12])[CH:9]=[CH:10][CH:11]=1)[OH:7])[CH3:2].Cl[CH2:15][C:16](Cl)=[O:17].C([O-])([O-])=O.[K+].[K+]. Product: [CH2:1]([O:3][C:4]([C:5]1[C:6]2[O:7][CH2:15][C:16](=[O:17])[NH:12][C:8]=2[CH:9]=[CH:10][CH:11]=1)=[O:13])[CH3:2]. The catalyst class is: 3. (4) Reactant: [Cl:1][C:2]1[CH:7]=[C:6]([C:8](O)=[O:9])[CH:5]=[C:4]([CH3:11])[N:3]=1. Product: [Cl:1][C:2]1[CH:7]=[C:6]([CH2:8][OH:9])[CH:5]=[C:4]([CH3:11])[N:3]=1. The catalyst class is: 7. (5) Reactant: [Br:1][C:2]1[C:7]([NH2:8])=[CH:6][C:5]([Cl:9])=[CH:4][N:3]=1.[C:10]([C:14]1[CH:19]=[CH:18][C:17]([S:20](Cl)(=[O:22])=[O:21])=[CH:16][CH:15]=1)([CH3:13])([CH3:12])[CH3:11]. Product: [Br:1][C:2]1[C:7]([NH:8][S:20]([C:17]2[CH:18]=[CH:19][C:14]([C:10]([CH3:13])([CH3:12])[CH3:11])=[CH:15][CH:16]=2)(=[O:22])=[O:21])=[CH:6][C:5]([Cl:9])=[CH:4][N:3]=1. The catalyst class is: 17. (6) Reactant: [C:1]([NH2:4])(=[S:3])[CH3:2].Br[CH:6]1[C:10](=O)[C:9]2[CH:12]=[CH:13][CH:14]=[CH:15][C:8]=2[O:7]1.[OH-].[Na+]. Product: [CH3:2][C:1]1[S:3][C:6]2[O:7][C:8]3[CH:15]=[CH:14][CH:13]=[CH:12][C:9]=3[C:10]=2[N:4]=1. The catalyst class is: 14. (7) Reactant: C(OC([N:8]1[CH:13]([C:14]2[NH:15][C:16]([C:19]3[CH:24]=[CH:23][C:22]([C:25]4[CH:34]=[CH:33][C:32]5[C:27](=[CH:28][CH:29]=[C:30]([C:35]6[NH:36][C:37]([CH:40]7[CH2:46][C:43]8([CH2:45][CH2:44]8)[CH2:42][N:41]7[C:47](=[O:57])[CH:48]([NH:52][C:53]([O:55][CH3:56])=[O:54])[CH:49]([CH3:51])[CH3:50])=[N:38][CH:39]=6)[CH:31]=5)[CH:26]=4)=[CH:21][CH:20]=3)=[CH:17][N:18]=2)[CH:12]2[CH2:58][CH:9]1[CH2:10][CH2:11]2)=O)(C)(C)C.Cl.CN1CCOCC1.[CH3:67][O:68][C:69]([NH:71][CH:72]([CH2:76][CH3:77])[C:73](O)=[O:74])=[O:70].CN(C(ON1N=NC2C=CC=NC1=2)=[N+](C)C)C.F[P-](F)(F)(F)(F)F. Product: [CH3:56][O:55][C:53](=[O:54])[NH:52][CH:48]([C:47]([N:41]1[CH:40]([C:37]2[NH:36][C:35]([C:30]3[CH:29]=[CH:28][C:27]4[C:32](=[CH:33][CH:34]=[C:25]([C:22]5[CH:23]=[CH:24][C:19]([C:16]6[NH:15][C:14]([CH:13]7[CH:12]8[CH2:58][CH:9]([CH2:10][CH2:11]8)[N:8]7[C:73](=[O:74])[CH:72]([NH:71][C:69]([O:68][CH3:67])=[O:70])[CH2:76][CH3:77])=[N:18][CH:17]=6)=[CH:20][CH:21]=5)[CH:26]=4)[CH:31]=3)=[CH:39][N:38]=2)[CH2:46][C:43]2([CH2:45][CH2:44]2)[CH2:42]1)=[O:57])[CH:49]([CH3:51])[CH3:50]. The catalyst class is: 475. (8) Reactant: [F:1][CH:2]([F:37])[C:3]1[CH:12]=[C:11]2[C:6]([CH2:7][CH2:8][CH2:9][N:10]2[C:13]2[C:17]3[CH2:18][NH:19][CH2:20][CH2:21][C:16]=3[N:15]([CH:22]3[CH2:27][CH2:26][N:25]([C:28](=[O:30])[CH3:29])[CH2:24][CH2:23]3)[N:14]=2)=[CH:5][C:4]=1[C:31]1[CH:32]=[N:33][N:34]([CH3:36])[CH:35]=1.C(N(CC)CC)C.[C:45](OC(=O)C)(=[O:47])[CH3:46]. Product: [C:45]([N:19]1[CH2:20][CH2:21][C:16]2[N:15]([CH:22]3[CH2:23][CH2:24][N:25]([C:28](=[O:30])[CH3:29])[CH2:26][CH2:27]3)[N:14]=[C:13]([N:10]3[C:11]4[C:6](=[CH:5][C:4]([C:31]5[CH:32]=[N:33][N:34]([CH3:36])[CH:35]=5)=[C:3]([CH:2]([F:1])[F:37])[CH:12]=4)[CH2:7][CH2:8][CH2:9]3)[C:17]=2[CH2:18]1)(=[O:47])[CH3:46]. The catalyst class is: 2. (9) Reactant: Cl[C:2]1[CH:7]=[C:6]([O:8][CH2:9][C:10]#[CH:11])[N:5]=[CH:4][N:3]=1.C(=O)([O-])[O-].[K+].[K+].[F:18][C:19]1[CH:24]=[CH:23][C:22]([OH:25])=[CH:21][CH:20]=1.[Cl-].[NH4+]. Product: [F:18][C:19]1[CH:24]=[CH:23][C:22]([O:25][C:2]2[CH:7]=[C:6]([O:8][CH2:9][C:10]#[CH:11])[N:5]=[CH:4][N:3]=2)=[CH:21][CH:20]=1. The catalyst class is: 9. (10) Reactant: [OH:1][B:2]1[C:6]2[C:7]([CH2:11][CH2:12][C:13]([O:15]C)=O)=[CH:8][CH:9]=[CH:10][C:5]=2[CH2:4][O:3]1.[NH4+:17].[OH-]. Product: [OH:1][B:2]1[C:6]2[C:7]([CH2:11][CH2:12][C:13]([NH2:17])=[O:15])=[CH:8][CH:9]=[CH:10][C:5]=2[CH2:4][O:3]1. The catalyst class is: 5.